This data is from Reaction yield outcomes from USPTO patents with 853,638 reactions. The task is: Predict the reaction yield, written as a fraction of the theoretical maximum amount of product (1.0 means a 100% yield; for example, 0.34 means a 34% yield). The reactants are C[O:2][C:3]([C:5]1[O:6][C:7]([NH:10][C:11]([C@H:13]2[C@H:17]([C:18]3[CH:23]=[CH:22][CH:21]=[C:20]([Cl:24])[C:19]=3[F:25])[C@:16]([C:28]3[CH:33]=[CH:32][C:31]([Cl:34])=[CH:30][C:29]=3[F:35])([C:26]#[N:27])[C@H:15]([CH2:36][C:37]([CH3:40])([CH3:39])[CH3:38])[NH:14]2)=[O:12])=[CH:8][CH:9]=1)=[O:4].[Li+].[OH-].Cl. The catalyst is O1CCCC1. The product is [Cl:24][C:20]1[C:19]([F:25])=[C:18]([C@@H:17]2[C@:16]([C:28]3[CH:33]=[CH:32][C:31]([Cl:34])=[CH:30][C:29]=3[F:35])([C:26]#[N:27])[C@H:15]([CH2:36][C:37]([CH3:40])([CH3:39])[CH3:38])[NH:14][C@H:13]2[C:11]([NH:10][C:7]2[O:6][C:5]([C:3]([OH:4])=[O:2])=[CH:9][CH:8]=2)=[O:12])[CH:23]=[CH:22][CH:21]=1. The yield is 0.740.